This data is from Full USPTO retrosynthesis dataset with 1.9M reactions from patents (1976-2016). The task is: Predict the reactants needed to synthesize the given product. (1) Given the product [CH2:1]([NH2:19])[CH2:2][CH2:3][CH2:4][CH2:5][CH2:6][CH2:7][CH2:8][CH2:9][CH2:10][CH2:11][CH3:12], predict the reactants needed to synthesize it. The reactants are: [CH2:1]([NH2:19])[CH2:2][CH2:3][CH2:4][CH2:5][CH2:6][CH2:7][CH2:8]/[CH:9]=[CH:10]\[CH2:11][CH2:12]CCCCCC.P(O)(OCCCCCCCC/C=C\CCCCCCCC)OCCCCCCCC/C=C\CCCCCCCC. (2) Given the product [C:37]([C:28]1[CH:29]=[C:30]([C:33]([F:34])([F:35])[F:36])[CH:31]=[CH:32][C:27]=1[O:19][CH2:18][CH:17]([CH3:24])[CH2:16][O:15][C:12]1[CH:11]=[CH:10][C:9]([O:8][C:5]([CH3:6])([CH3:7])[C:4]([OH:3])=[O:25])=[CH:14][CH:13]=1)(=[O:38])[C:39]1[CH:40]=[CH:41][CH:42]=[CH:43][CH:44]=1, predict the reactants needed to synthesize it. The reactants are: C([O:3][C:4](=[O:25])[C:5]([O:8][C:9]1[CH:14]=[CH:13][C:12]([O:15][CH2:16][CH:17]([CH3:24])[CH2:18][O:19]S(C)(=O)=O)=[CH:11][CH:10]=1)([CH3:7])[CH3:6])C.O[C:27]1[CH:32]=[CH:31][C:30]([C:33]([F:36])([F:35])[F:34])=[CH:29][C:28]=1[C:37]([C:39]1[CH:44]=[CH:43][CH:42]=[CH:41][CH:40]=1)=[O:38]. (3) Given the product [NH:17]1[C:13]([C:12]2[CH:11]=[CH:10][C:9]([C:5]3[NH:6][C:7](=[O:8])[C:2]([OH:1])=[CH:3][N:4]=3)=[CH:16][CH:15]=2)=[N:14][N:19]=[N:18]1, predict the reactants needed to synthesize it. The reactants are: [OH:1][C:2]1[C:7](=[O:8])[NH:6][C:5]([C:9]2[CH:16]=[CH:15][C:12]([C:13]#[N:14])=[CH:11][CH:10]=2)=[N:4][CH:3]=1.[N-:17]=[N+:18]=[N-:19].[Na+]. (4) Given the product [N:1]1([C:2]2[S:3][CH:4]=[C:5]([C:7]3[CH:8]=[CH:9][C:10]([O:11][CH2:12][CH2:13][CH2:14][CH2:15][CH2:16][O:17][C:18]4[CH:19]=[CH:20][C:21]([C:22]#[N:23])=[CH:24][CH:25]=4)=[CH:26][CH:27]=3)[N:6]=2)[CH2:35][CH2:34][CH2:33][CH2:32][CH2:31]1, predict the reactants needed to synthesize it. The reactants are: [NH2:1][C:2]1[S:3][CH:4]=[C:5]([C:7]2[CH:27]=[CH:26][C:10]([O:11][CH2:12][CH2:13][CH2:14][CH2:15][CH2:16][O:17][C:18]3[CH:25]=[CH:24][C:21]([C:22]#[N:23])=[CH:20][CH:19]=3)=[CH:9][CH:8]=2)[N:6]=1.[H-].[Na+].Br[CH2:31][CH2:32][CH2:33][CH2:34][CH2:35]Br. (5) The reactants are: Br[C:2]1[CH:3]=[C:4]([C:8](=[O:24])[C:9]([C:11]2[CH:16]=[CH:15][C:14]([O:17][CH:18]([F:20])[F:19])=[C:13]([CH:21]3[CH2:23][CH2:22]3)[CH:12]=2)=[O:10])[CH:5]=[CH:6][CH:7]=1.[CH:25]#[C:26][CH2:27][CH2:28][CH3:29].[Al]. Given the product [CH:21]1([C:13]2[CH:12]=[C:11]([C:9](=[O:10])[C:8]([C:4]3[CH:5]=[CH:6][CH:7]=[C:2]([C:25]#[C:26][CH2:27][CH2:28][CH3:29])[CH:3]=3)=[O:24])[CH:16]=[CH:15][C:14]=2[O:17][CH:18]([F:20])[F:19])[CH2:23][CH2:22]1, predict the reactants needed to synthesize it.